Dataset: Forward reaction prediction with 1.9M reactions from USPTO patents (1976-2016). Task: Predict the product of the given reaction. (1) Given the reactants Br[CH2:2][C:3]([O:5][C:6]([CH3:9])([CH3:8])[CH3:7])=[O:4].[OH-].[Na+].CC(OC)(C)C.[O:18]1[CH2:23][CH2:22][CH2:21][CH2:20][CH:19]1[O:24][C@H:25]1[CH2:30][CH2:29][CH2:28][C@@H:27]([CH2:31][OH:32])[CH2:26]1, predict the reaction product. The product is: [O:18]1[CH2:23][CH2:22][CH2:21][CH2:20][CH:19]1[O:24][C@H:25]1[CH2:30][CH2:29][CH2:28][C@@H:27]([CH2:31][O:32][CH2:2][C:3]([O:5][C:6]([CH3:9])([CH3:8])[CH3:7])=[O:4])[CH2:26]1. (2) Given the reactants [CH3:1][N:2]1[C:6](=[O:7])[C:5]([CH:8]=O)=[C:4]([C:10]2[CH:15]=[CH:14][CH:13]=[CH:12][CH:11]=2)[NH:3]1, predict the reaction product. The product is: [CH3:1][N:2]1[C:6]([OH:7])=[C:5]([CH3:8])[C:4]([C:10]2[CH:15]=[CH:14][CH:13]=[CH:12][CH:11]=2)=[N:3]1. (3) Given the reactants [CH3:1][O:2][C:3]1[N:8]=[CH:7][C:6]([C:9]#[C:10][Si](C)(C)C)=[CH:5][N:4]=1.[F-].[K+].C(OCC)C, predict the reaction product. The product is: [C:9]([C:6]1[CH:5]=[N:4][C:3]([O:2][CH3:1])=[N:8][CH:7]=1)#[CH:10]. (4) The product is: [Cl:17][C:5]1[C:6]([C:8]2[C:16]3[C:11](=[CH:12][CH:13]=[CH:14][CH:15]=3)[NH:10][CH:9]=2)=[N:7][C:2]([NH:23][C:22]2[CH:24]=[C:25]([N+:26]([O-:28])=[O:27])[C:19]([F:18])=[CH:20][C:21]=2[O:29][CH3:30])=[N:3][CH:4]=1. Given the reactants Cl[C:2]1[N:7]=[C:6]([C:8]2[C:16]3[C:11](=[CH:12][CH:13]=[CH:14][CH:15]=3)[NH:10][CH:9]=2)[C:5]([Cl:17])=[CH:4][N:3]=1.[F:18][C:19]1[C:25]([N+:26]([O-:28])=[O:27])=[CH:24][C:22]([NH2:23])=[C:21]([O:29][CH3:30])[CH:20]=1.O.C1(C)C=CC(S(O)(=O)=O)=CC=1, predict the reaction product. (5) Given the reactants [CH3:1][N:2]([CH3:49])[CH2:3][C:4]([N:6]1[C:14]2[C:9](=[CH:10][C:11]([O:46][CH3:47])=[C:12]([NH:15][C:16]3[N:17]=[C:18]([NH:35][C:36]4[CH:44]=[CH:43][CH:42]=[C:41]([F:45])[C:37]=4[C:38]([NH2:40])=[O:39])[C:19]4[CH:24]=[CH:23][N:22](S(C5C=CC(C)=CC=5)(=O)=O)[C:20]=4[N:21]=3)[CH:13]=2)[CH2:8][C@H:7]1[CH3:48])=[O:5].[OH-].[Na+].[Na+].[Cl-], predict the reaction product. The product is: [CH3:1][N:2]([CH3:49])[CH2:3][C:4]([N:6]1[C:14]2[C:9](=[CH:10][C:11]([O:46][CH3:47])=[C:12]([NH:15][C:16]3[NH:21][C:20]4=[N:22][CH:23]=[CH:24][C:19]4=[C:18]([NH:35][C:36]4[CH:44]=[CH:43][CH:42]=[C:41]([F:45])[C:37]=4[C:38]([NH2:40])=[O:39])[N:17]=3)[CH:13]=2)[CH2:8][C@H:7]1[CH3:48])=[O:5]. (6) Given the reactants [Cl:1][C:2]1[CH:7]=[CH:6][C:5]([O:8][CH2:9][CH2:10][N:11]2[CH2:16][CH2:15][CH2:14][CH2:13][CH2:12]2)=[CH:4][C:3]=1[NH:17][C:18](=[O:27])[CH:19]=[CH:20]C1C=CC=CC=1.[Cl-].[Cl-].[Cl-].[Al+3], predict the reaction product. The product is: [Cl:1][C:2]1[CH:7]=[CH:6][C:5]([O:8][CH2:9][CH2:10][N:11]2[CH2:12][CH2:13][CH2:14][CH2:15][CH2:16]2)=[C:4]2[C:3]=1[NH:17][C:18](=[O:27])[CH:19]=[CH:20]2.